Dataset: Catalyst prediction with 721,799 reactions and 888 catalyst types from USPTO. Task: Predict which catalyst facilitates the given reaction. (1) Reactant: [C:1]([C:3]1[C:4]([N:9]([C:17]([O:19][C:20]([CH3:23])([CH3:22])[CH3:21])=[O:18])[C:10]([O:12][C:13]([CH3:16])([CH3:15])[CH3:14])=[O:11])=[N:5][CH:6]=[CH:7][CH:8]=1)#[CH:2].[N+:24]([CH2:27][CH2:28][C:29]1[CH:42]=[CH:41][C:32]([CH2:33][O:34][C:35]2[CH:40]=[CH:39][CH:38]=[CH:37][N:36]=2)=[CH:31][CH:30]=1)([O-])=[O:25].C(OC(OC(C)(C)C)=O)(OC(C)(C)C)=O. Product: [N:36]1[CH:37]=[CH:38][CH:39]=[CH:40][C:35]=1[O:34][CH2:33][C:32]1[CH:41]=[CH:42][C:29]([CH2:28][C:27]2[CH:2]=[C:1]([C:3]3[C:4]([N:9]([C:17]([O:19][C:20]([CH3:23])([CH3:22])[CH3:21])=[O:18])[C:10]([O:12][C:13]([CH3:16])([CH3:15])[CH3:14])=[O:11])=[N:5][CH:6]=[CH:7][CH:8]=3)[O:25][N:24]=2)=[CH:30][CH:31]=1. The catalyst class is: 367. (2) Reactant: [O:1]=[C:2]1[NH:7][CH:6]=[N:5][C:4]([CH2:8][C:9]2[N:13]([C:14]3[N:21]=[CH:20][CH:19]=[CH:18][C:15]=3[C:16]#[N:17])[N:12]=[CH:11][CH:10]=2)=[C:3]1[CH2:22][CH2:23][CH3:24].[CH2:25](I)[CH3:26].C([O-])([O-])=O.[K+].[K+]. Product: [CH2:25]([O:1][C:2]1[N:7]=[CH:6][N:5]=[C:4]([CH2:8][C:9]2[N:13]([C:14]3[N:21]=[CH:20][CH:19]=[CH:18][C:15]=3[C:16]#[N:17])[N:12]=[CH:11][CH:10]=2)[C:3]=1[CH2:22][CH2:23][CH3:24])[CH3:26]. The catalyst class is: 3. (3) Reactant: C(O[C:6](=O)[N:7]([CH2:9][CH:10]([O:39][Si](C(C)(C)C)(C)C)[CH2:11][O:12][C:13]1[CH:18]=[CH:17][CH:16]=[C:15]([C:19]2[N:24]=[C:23]([N:25]([CH3:32])[CH:26]3[CH2:31][CH2:30][O:29][CH2:28][CH2:27]3)[CH:22]=[C:21]([C:33]3[CH:38]=[CH:37][N:36]=[CH:35][CH:34]=3)[N:20]=2)[CH:14]=1)C)(C)(C)C.Cl. Product: [CH3:6][NH:7][CH2:9][CH:10]([OH:39])[CH2:11][O:12][C:13]1[CH:18]=[CH:17][CH:16]=[C:15]([C:19]2[N:24]=[C:23]([N:25]([CH3:32])[CH:26]3[CH2:27][CH2:28][O:29][CH2:30][CH2:31]3)[CH:22]=[C:21]([C:33]3[CH:38]=[CH:37][N:36]=[CH:35][CH:34]=3)[N:20]=2)[CH:14]=1. The catalyst class is: 5.